The task is: Predict the reaction yield, written as a fraction of the theoretical maximum amount of product (1.0 means a 100% yield; for example, 0.34 means a 34% yield).. This data is from Reaction yield outcomes from USPTO patents with 853,638 reactions. The reactants are [Cl:1][C:2]1[C:7]([F:8])=[C:6]([NH2:9])[CH:5]=[CH:4][N:3]=1.[Cl:10][C:11]1[CH:19]=[CH:18][CH:17]=[C:16]([F:20])[C:12]=1[C:13](Cl)=[O:14].C(N(CC)CC)C. The catalyst is O1CCOCC1. The product is [Cl:10][C:11]1[CH:19]=[CH:18][CH:17]=[C:16]([F:20])[C:12]=1[C:13]([NH:9][C:6]1[CH:5]=[CH:4][N:3]=[C:2]([Cl:1])[C:7]=1[F:8])=[O:14]. The yield is 0.630.